Dataset: Full USPTO retrosynthesis dataset with 1.9M reactions from patents (1976-2016). Task: Predict the reactants needed to synthesize the given product. (1) Given the product [CH3:1][O:2][C:3](=[O:39])[NH:4][C:5]1[CH:6]=[CH:7][C:8]([C:11]2[N:12]=[C:13]([CH:16]([N:24]3[CH:29]=[CH:28][C:27]([C:30]4[CH:35]=[C:34]([Cl:36])[CH:33]=[CH:32][C:31]=4[Cl:37])=[CH:26][C:25]3=[O:38])[CH2:17][C:18]3[CH:19]=[CH:20][CH:21]=[CH:22][CH:23]=3)[NH:14][C:15]=2[Cl:40])=[CH:9][CH:10]=1, predict the reactants needed to synthesize it. The reactants are: [CH3:1][O:2][C:3](=[O:39])[NH:4][C:5]1[CH:10]=[CH:9][C:8]([C:11]2[N:12]=[C:13]([CH:16]([N:24]3[CH:29]=[CH:28][C:27]([C:30]4[CH:35]=[C:34]([Cl:36])[CH:33]=[CH:32][C:31]=4[Cl:37])=[CH:26][C:25]3=[O:38])[CH2:17][C:18]3[CH:23]=[CH:22][CH:21]=[CH:20][CH:19]=3)[NH:14][CH:15]=2)=[CH:7][CH:6]=1.[Cl:40]N1C(=O)CCC1=O. (2) Given the product [CH3:48][N:45]1[CH2:46][CH2:47][N:42]([CH2:41][CH2:40][NH:39][C:2]2[C:15]3[C:14](=[O:16])[N:13]([CH2:17][CH2:18][N:19]4[CH2:24][CH2:23][O:22][CH2:21][CH2:20]4)[C:12](=[O:25])[C:11]4=[CH:26][C:27]([NH:39][CH2:40][CH2:41][N:42]5[CH2:47][CH2:46][N:45]([CH3:48])[CH2:44][CH2:43]5)=[C:8]5[C:9]([C:10]=34)=[C:4]([C:5](=[O:38])[N:6]([CH2:30][CH2:31][N:32]3[CH2:37][CH2:36][O:35][CH2:34][CH2:33]3)[C:7]5=[O:29])[CH:3]=2)[CH2:43][CH2:44]1, predict the reactants needed to synthesize it. The reactants are: Br[C:2]1[C:15]2[C:14](=[O:16])[N:13]([CH2:17][CH2:18][N:19]3[CH2:24][CH2:23][O:22][CH2:21][CH2:20]3)[C:12](=[O:25])[C:11]3=[CH:26][C:27](Br)=[C:8]4[C:9]([C:10]=23)=[C:4]([C:5](=[O:38])[N:6]([CH2:30][CH2:31][N:32]2[CH2:37][CH2:36][O:35][CH2:34][CH2:33]2)[C:7]4=[O:29])[CH:3]=1.[NH2:39][CH2:40][CH2:41][N:42]1[CH2:47][CH2:46][N:45]([CH3:48])[CH2:44][CH2:43]1.